This data is from Reaction yield outcomes from USPTO patents with 853,638 reactions. The task is: Predict the reaction yield, written as a fraction of the theoretical maximum amount of product (1.0 means a 100% yield; for example, 0.34 means a 34% yield). (1) The reactants are C1(P(=O)(C2C=CC=CC=2)C2C=CC=CC=2)C=CC=CC=1.FC(F)(F)S(OS(C(F)(F)F)(=O)=O)(=O)=O.[CH3:36][C:37]1[C:45]([NH:46][S:47]([C:50]2[S:51][CH:52]=[CH:53][CH:54]=2)(=[O:49])=[O:48])=[C:44]2[C:40]([CH:41]=[C:42]([C:55]([NH:57][CH2:58][CH2:59][S:60]C(C3C=CC=CC=3)(C3C=CC=CC=3)C3C=CC=CC=3)=O)[NH:43]2)=[CH:39][CH:38]=1.C(=O)([O-])O.[Na+]. The yield is 0.740. The catalyst is ClCCl. The product is [S:60]1[CH2:59][CH2:58][N:57]=[C:55]1[C:42]1[NH:43][C:44]2[C:40]([CH:41]=1)=[CH:39][CH:38]=[C:37]([CH3:36])[C:45]=2[NH:46][S:47]([C:50]1[S:51][CH:52]=[CH:53][CH:54]=1)(=[O:49])=[O:48]. (2) The yield is 0.800. The reactants are [Cl:1][C:2]1[N:3]=[C:4](Cl)[C:5]2[C:10]([I:11])=[CH:9][N:8]([CH2:12][O:13][CH2:14][CH2:15][Si:16]([CH3:19])([CH3:18])[CH3:17])[C:6]=2[N:7]=1.[OH:21][C@H:22]1[CH2:25][C@H:24]([CH2:26][NH:27][C:28](=[O:34])[O:29][C:30]([CH3:33])([CH3:32])[CH3:31])[CH2:23]1.C[Si](C)(C)N[Si](C)(C)C.[K]. The product is [Cl:1][C:2]1[N:3]=[C:4]([O:21][C@H:22]2[CH2:25][C@H:24]([CH2:26][NH:27][C:28](=[O:34])[O:29][C:30]([CH3:32])([CH3:31])[CH3:33])[CH2:23]2)[C:5]2[C:10]([I:11])=[CH:9][N:8]([CH2:12][O:13][CH2:14][CH2:15][Si:16]([CH3:19])([CH3:18])[CH3:17])[C:6]=2[N:7]=1. The catalyst is C1COCC1. (3) The reactants are [OH:1][CH2:2][CH2:3][NH:4][C:5](=[O:11])[O:6][C:7]([CH3:10])([CH3:9])[CH3:8].O[N:13]1[C:17](=[O:18])[C:16]2=[CH:19][CH:20]=[CH:21][CH:22]=[C:15]2[C:14]1=[O:23]. No catalyst specified. The product is [O:23]=[C:14]1[C:15]2[C:16](=[CH:19][CH:20]=[CH:21][CH:22]=2)[C:17](=[O:18])[N:13]1[O:1][CH2:2][CH2:3][NH:4][C:5](=[O:11])[O:6][C:7]([CH3:8])([CH3:10])[CH3:9]. The yield is 1.00. (4) The reactants are [F:1][C:2]1[CH:3]=[C:4]([NH:35][C:36]([C:38]2[CH:39]=[C:40]([C:44]3[CH:49]=[CH:48][CH:47]=[CH:46][CH:45]=3)[CH:41]=[CH:42][CH:43]=2)=[O:37])[CH:5]=[CH:6][C:7]=1[O:8][C:9]1[CH:14]=[CH:13][N:12]=[C:11]2[N:15](CC3C=CC(OC)=CC=3)[N:16]=[C:17]([NH:18][CH:19]3[CH2:24][CH2:23][N:22]([CH3:25])[CH2:21][CH2:20]3)[C:10]=12.C(O)(C(F)(F)F)=O. No catalyst specified. The product is [F:1][C:2]1[CH:3]=[C:4]([NH:35][C:36]([C:38]2[CH:39]=[C:40]([C:44]3[CH:45]=[CH:46][CH:47]=[CH:48][CH:49]=3)[CH:41]=[CH:42][CH:43]=2)=[O:37])[CH:5]=[CH:6][C:7]=1[O:8][C:9]1[CH:14]=[CH:13][N:12]=[C:11]2[NH:15][N:16]=[C:17]([NH:18][CH:19]3[CH2:20][CH2:21][N:22]([CH3:25])[CH2:23][CH2:24]3)[C:10]=12. The yield is 0.270. (5) The reactants are [C:1]([CH:5]1[CH2:13][C:12]2[C:7](=[CH:8][CH:9]=[C:10]([NH:14][C:15]([C:17]3([C:20]4[CH:30]=[CH:29][C:23]5[O:24][C:25]([F:28])([F:27])[O:26][C:22]=5[CH:21]=4)[CH2:19][CH2:18]3)=[O:16])[CH:11]=2)[N:6]1[CH2:31][CH2:32]C#N)([CH3:4])([CH3:3])[CH3:2].[Cl:35]CC=O.[BH-](OC(C)=O)(OC(C)=O)OC(C)=O.[Na+]. The catalyst is ClCCl. The product is [C:1]([CH:5]1[CH2:13][C:12]2[C:7](=[CH:8][CH:9]=[C:10]([NH:14][C:15]([C:17]3([C:20]4[CH:30]=[CH:29][C:23]5[O:24][C:25]([F:28])([F:27])[O:26][C:22]=5[CH:21]=4)[CH2:19][CH2:18]3)=[O:16])[CH:11]=2)[N:6]1[CH2:31][CH2:32][Cl:35])([CH3:4])([CH3:3])[CH3:2]. The yield is 0.630. (6) The reactants are [O:1]=[C:2]([C:26]1[CH:31]=[CH:30][C:29]([C:32]([CH3:36])([CH3:35])[CH2:33][OH:34])=[CH:28][CH:27]=1)[CH2:3][CH2:4][CH2:5][N:6]1[CH2:11][CH2:10][CH:9]([C:12]([OH:25])([C:19]2[CH:24]=[CH:23][CH:22]=[CH:21][CH:20]=2)[C:13]2[CH:18]=[CH:17][CH:16]=[CH:15][CH:14]=2)[CH2:8][CH2:7]1.[BH4-].[Na+].Cl. The catalyst is CO.O. The product is [OH:1][CH:2]([C:26]1[CH:27]=[CH:28][C:29]([C:32]([CH3:36])([CH3:35])[CH2:33][OH:34])=[CH:30][CH:31]=1)[CH2:3][CH2:4][CH2:5][N:6]1[CH2:11][CH2:10][CH:9]([C:12]([OH:25])([C:13]2[CH:14]=[CH:15][CH:16]=[CH:17][CH:18]=2)[C:19]2[CH:24]=[CH:23][CH:22]=[CH:21][CH:20]=2)[CH2:8][CH2:7]1. The yield is 0.790.